Regression. Given two drug SMILES strings and cell line genomic features, predict the synergy score measuring deviation from expected non-interaction effect. From a dataset of Merck oncology drug combination screen with 23,052 pairs across 39 cell lines. (1) Drug 2: CNC(=O)c1cc(Oc2ccc(NC(=O)Nc3ccc(Cl)c(C(F)(F)F)c3)cc2)ccn1. Cell line: OV90. Drug 1: O=C(CCCCCCC(=O)Nc1ccccc1)NO. Synergy scores: synergy=-0.280. (2) Drug 1: CCC1=CC2CN(C1)Cc1c([nH]c3ccccc13)C(C(=O)OC)(c1cc3c(cc1OC)N(C)C1C(O)(C(=O)OC)C(OC(C)=O)C4(CC)C=CCN5CCC31C54)C2. Drug 2: NC1(c2ccc(-c3nc4ccn5c(=O)[nH]nc5c4cc3-c3ccccc3)cc2)CCC1. Cell line: A2780. Synergy scores: synergy=0.530. (3) Drug 1: CN(Cc1cnc2nc(N)nc(N)c2n1)c1ccc(C(=O)NC(CCC(=O)O)C(=O)O)cc1. Drug 2: O=C(O)C1(Cc2cccc(Nc3nccs3)n2)CCC(Oc2cccc(Cl)c2F)CC1. Cell line: OCUBM. Synergy scores: synergy=-8.15.